Dataset: Reaction yield outcomes from USPTO patents with 853,638 reactions. Task: Predict the reaction yield, written as a fraction of the theoretical maximum amount of product (1.0 means a 100% yield; for example, 0.34 means a 34% yield). (1) The reactants are [O:1]=[C:2]1[CH2:7][O:6][C:5]2[N:8]=[C:9]([C:18]3[CH:23]=[CH:22][C:21]([C:24]4([NH:28][C:29](=[O:35])[O:30][C:31]([CH3:34])([CH3:33])[CH3:32])[CH2:27][CH2:26][CH2:25]4)=[CH:20][CH:19]=3)[C:10]([C:12]3[CH:17]=[CH:16][CH:15]=[CH:14][CH:13]=3)=[CH:11][C:4]=2[NH:3]1.C(=O)([O-])[O-].[K+].[K+].Br[CH2:43][C:44]([F:47])([F:46])[F:45]. The catalyst is CN(C)C=O.C(=O)(O)[O-].[Na+]. The product is [O:1]=[C:2]1[CH2:7][O:6][C:5]2[N:8]=[C:9]([C:18]3[CH:23]=[CH:22][C:21]([C:24]4([NH:28][C:29](=[O:35])[O:30][C:31]([CH3:32])([CH3:34])[CH3:33])[CH2:25][CH2:26][CH2:27]4)=[CH:20][CH:19]=3)[C:10]([C:12]3[CH:13]=[CH:14][CH:15]=[CH:16][CH:17]=3)=[CH:11][C:4]=2[N:3]1[CH2:43][C:44]([F:47])([F:46])[F:45]. The yield is 0.530. (2) The reactants are [Cl:1][C:2]1[CH:3]=[N+:4]([O-:39])[CH:5]=[C:6]([Cl:38])[C:7]=1[CH2:8][C@@H:9]([C:23]1[CH:28]=[CH:27][C:26]([O:29][CH:30]([F:32])[F:31])=[C:25]([O:33][CH2:34][CH:35]2[CH2:37][CH2:36]2)[CH:24]=1)[O:10][C:11]([O:13]C1C=CC([N+]([O-])=O)=CC=1)=[O:12].O[C:41]1[CH:42]=[CH:43][C:44]([O:60][CH3:61])=[C:45]([N:47]([CH2:52][CH2:53][N:54]2[CH2:59][CH2:58][O:57][CH2:56][CH2:55]2)[S:48]([CH3:51])(=[O:50])=[O:49])[CH:46]=1.O. The catalyst is CN(C1C=CN=CC=1)C.CN(C=O)C. The product is [Cl:38][C:6]1[CH:5]=[N+:4]([O-:39])[CH:3]=[C:2]([Cl:1])[C:7]=1[CH2:8][C@@H:9]([C:23]1[CH:28]=[CH:27][C:26]([O:29][CH:30]([F:32])[F:31])=[C:25]([O:33][CH2:34][CH:35]2[CH2:36][CH2:37]2)[CH:24]=1)[O:10][C:11]([O:13][C:41]1[CH:42]=[CH:43][C:44]([O:60][CH3:61])=[C:45]([N:47]([CH2:52][CH2:53][N:54]2[CH2:55][CH2:56][O:57][CH2:58][CH2:59]2)[S:48]([CH3:51])(=[O:50])=[O:49])[CH:46]=1)=[O:12]. The yield is 0.392. (3) The reactants are [C:1]([O:5][C:6](=[O:35])[N:7]([C:16]1[S:17][C@:18]2(C=O)[C@H:20]([C@:21]([C:25]3[CH:30]=[CH:29][CH:28]=[C:27]([F:31])[C:26]=3[F:32])([CH2:23][F:24])[N:22]=1)[CH2:19]2)[CH2:8][O:9][CH2:10][CH2:11][Si:12]([CH3:15])([CH3:14])[CH3:13])([CH3:4])([CH3:3])[CH3:2].CCCCCCC. The catalyst is ClCCCl.C1C=CC(P(C2C=CC=CC=2)C2C=CC=CC=2)=CC=1.C1C=CC(P(C2C=CC=CC=2)C2C=CC=CC=2)=CC=1.C1C=CC(P(C2C=CC=CC=2)C2C=CC=CC=2)=CC=1.[Cl-].[Rh]. The product is [F:32][C:26]1[C:27]([F:31])=[CH:28][CH:29]=[CH:30][C:25]=1[C@:21]1([CH2:23][F:24])[C@H:20]2[C@H:18]([CH2:19]2)[S:17][C:16]([N:7]([CH2:8][O:9][CH2:10][CH2:11][Si:12]([CH3:13])([CH3:15])[CH3:14])[C:6](=[O:35])[O:5][C:1]([CH3:4])([CH3:3])[CH3:2])=[N:22]1. The yield is 0.650. (4) The reactants are [O:1]=[C:2]1[C:10](=[C:11]2[C:19]3[C:14](=[CH:15][C:16]([CH:20]=O)=[CH:17][CH:18]=3)[CH2:13][O:12]2)[C:9]2[C:4](=[CH:5][CH:6]=[CH:7][CH:8]=2)[NH:3]1.Cl.[CH3:23][O:24][C:25](=[O:28])[CH2:26][NH2:27].C(N(CC)CC)C.C([BH3-])#N.[Na+]. The catalyst is CN(C=O)C.CO.C(O)(=O)C. The product is [CH3:23][O:24][C:25](=[O:28])[CH2:26][NH:27][CH2:20][C:16]1[CH:15]=[C:14]2[C:19](=[CH:18][CH:17]=1)[C:11](=[C:10]1[C:9]3[C:4](=[CH:5][CH:6]=[CH:7][CH:8]=3)[NH:3][C:2]1=[O:1])[O:12][CH2:13]2. The yield is 0.760. (5) The reactants are [OH:1][C:2]1[CH:3]=[C:4]([C:8]2[N:13]=[C:12]([C:14]([O:16][CH3:17])=[O:15])[CH:11]=[CH:10][CH:9]=2)[CH:5]=[CH:6][CH:7]=1.Br[CH2:19][CH2:20][CH2:21][CH2:22][CH2:23][CH2:24][O:25][CH:26]1[CH2:31][CH2:30][CH2:29][CH2:28][O:27]1.C([O-])([O-])=O.[K+].[K+]. The catalyst is CN(C=O)C. The product is [O:27]1[CH2:28][CH2:29][CH2:30][CH2:31][CH:26]1[O:25][CH2:24][CH2:23][CH2:22][CH2:21][CH2:20][CH2:19][O:1][C:2]1[CH:3]=[C:4]([C:8]2[N:13]=[C:12]([C:14]([O:16][CH3:17])=[O:15])[CH:11]=[CH:10][CH:9]=2)[CH:5]=[CH:6][CH:7]=1. The yield is 0.650. (6) The reactants are [NH:1]1[CH:8]=[CH:7][C:5](=[O:6])[NH:4][C:2]1=[O:3].[O-]P([O-])([O-])=O.[K+].[K+].[K+].C(C1C=CC=CC=1NC(=O)C1C=CC=CN=1)#N.[C:34]([C:38]1[CH:43]=[C:42](I)[CH:41]=[C:40]([I:45])[C:39]=1[O:46][CH3:47])([CH3:37])([CH3:36])[CH3:35]. The catalyst is CS(C)=O.[Cu]I.CC#N. The product is [C:34]([C:38]1[CH:43]=[C:42]([N:1]2[CH:8]=[CH:7][C:5](=[O:6])[NH:4][C:2]2=[O:3])[CH:41]=[C:40]([I:45])[C:39]=1[O:46][CH3:47])([CH3:37])([CH3:35])[CH3:36]. The yield is 0.700.